From a dataset of Full USPTO retrosynthesis dataset with 1.9M reactions from patents (1976-2016). Predict the reactants needed to synthesize the given product. (1) Given the product [CH2:38]([O:37][C:35](=[O:36])[C:27]1[CH:28]=[C:29]([O:8][C:5]2[CH:6]=[CH:7][C:2]([Cl:1])=[C:3]([CH:9]([CH3:24])[C:10]([OH:15])([C:16]3[CH:17]=[CH:18][C:19](=[O:23])[N:20]([CH3:22])[CH:21]=3)[C:11]([F:13])([F:14])[F:12])[CH:4]=2)[CH:30]=[CH:31][C:26]=1[F:25])[CH3:39], predict the reactants needed to synthesize it. The reactants are: [Cl:1][C:2]1[CH:7]=[CH:6][C:5]([OH:8])=[CH:4][C:3]=1[CH:9]([CH3:24])[C:10]([C:16]1[CH:17]=[CH:18][C:19](=[O:23])[N:20]([CH3:22])[CH:21]=1)([OH:15])[C:11]([F:14])([F:13])[F:12].[F:25][C:26]1[CH:31]=[CH:30][C:29](B(O)O)=[CH:28][C:27]=1[C:35]([O:37][CH2:38][CH3:39])=[O:36]. (2) Given the product [F:1][C:2]1[CH:7]=[CH:6][C:5]([F:8])=[CH:4][C:3]=1[CH:9]([S:23]([C:24]1[CH:25]=[CH:26][C:27]([F:30])=[CH:28][CH:29]=1)=[O:39])[C:10]1[C:11]([CH3:22])=[CH:12][C:13]([C:16]([NH:18][CH2:19][CH2:20][OH:21])=[O:17])=[N:14][CH:15]=1, predict the reactants needed to synthesize it. The reactants are: [F:1][C:2]1[CH:7]=[CH:6][C:5]([F:8])=[CH:4][C:3]=1[CH:9]([S:23][C:24]1[CH:29]=[CH:28][C:27]([F:30])=[CH:26][CH:25]=1)[C:10]1[C:11]([CH3:22])=[CH:12][C:13]([C:16]([NH:18][CH2:19][CH2:20][OH:21])=[O:17])=[N:14][CH:15]=1.ClC1C=CC=C(C(OO)=[O:39])C=1. (3) Given the product [N:18]1[C:19]2[C:14](=[CH:13][C:12]([CH2:11][N:8]3[C:6]4=[N:7][C:2]([C:25]#[N:27])=[CH:3][N:4]=[C:5]4[N:10]=[N:9]3)=[CH:21][CH:20]=2)[CH:15]=[CH:16][CH:17]=1, predict the reactants needed to synthesize it. The reactants are: Br[C:2]1[N:7]=[C:6]2[N:8]([CH2:11][C:12]3[CH:13]=[C:14]4[C:19](=[CH:20][CH:21]=3)[N:18]=[CH:17][CH:16]=[CH:15]4)[N:9]=[N:10][C:5]2=[N:4][CH:3]=1.C(Cl)Cl.[CH2:25]([N:27](CC)CC)C. (4) Given the product [CH2:35]([C:34]1[C:29]([C:25]2[CH:24]=[C:23]([C:21]3[CH2:20][C:19](=[O:38])[NH:18][C:9]4[CH:10]=[C:11]([C:14]([F:16])([F:17])[F:15])[CH:12]=[CH:13][C:8]=4[N:7]=3)[CH:28]=[CH:27][CH:26]=2)=[CH:30][C:31]([CH3:37])=[N:32][CH:33]=1)[CH3:36], predict the reactants needed to synthesize it. The reactants are: C(OC(=O)[NH:7][C:8]1[CH:13]=[CH:12][C:11]([C:14]([F:17])([F:16])[F:15])=[CH:10][C:9]=1[NH:18][C:19](=[O:38])[CH2:20][C:21]([C:23]1[CH:28]=[CH:27][CH:26]=[C:25]([C:29]2[C:34]([CH2:35][CH3:36])=[CH:33][N:32]=[C:31]([CH3:37])[CH:30]=2)[CH:24]=1)=O)(C)(C)C.C(O)(C(F)(F)F)=O.